From a dataset of Forward reaction prediction with 1.9M reactions from USPTO patents (1976-2016). Predict the product of the given reaction. (1) Given the reactants Br[C:2]1[CH:3]=[N:4][C:5]([Cl:8])=[N:6][CH:7]=1.[CH3:9][S:10]SC.C([Li])CCC.CCCCCC.[Cl-].[NH4+], predict the reaction product. The product is: [Cl:8][C:5]1[N:4]=[CH:3][C:2]([S:10][CH3:9])=[CH:7][N:6]=1. (2) Given the reactants [NH2:1][C:2]1[CH:11]=[CH:10][C:5]([C:6]([O:8][CH3:9])=[O:7])=[C:4]([Cl:12])[C:3]=1[C:13]#[CH:14].FC1C=CC(P(C2C=CC(F)=CC=2)C2C=CC(F)=CC=2)=CC=1, predict the reaction product. The product is: [Cl:12][C:4]1[C:5]([C:6]([O:8][CH3:9])=[O:7])=[CH:10][CH:11]=[C:2]2[C:3]=1[CH:13]=[CH:14][NH:1]2. (3) Given the reactants [CH2:1]([C:3]1[N:4]=[C:5]([NH2:8])[S:6][CH:7]=1)[CH3:2].C(O)(=O)C.[I:13]Cl, predict the reaction product. The product is: [CH2:1]([C:3]1[N:4]=[C:5]([NH2:8])[S:6][C:7]=1[I:13])[CH3:2]. (4) Given the reactants [CH2:1]([O:8][C:9]1[CH:26]=[CH:25][CH:24]=[CH:23][C:10]=1[CH2:11][O:12][C:13]1[CH:22]=[CH:21][C:16]([C:17]([O:19]C)=[O:18])=[CH:15][CH:14]=1)[C:2]1[CH:7]=[CH:6][CH:5]=[CH:4][CH:3]=1.[OH-].[Na+], predict the reaction product. The product is: [CH2:1]([O:8][C:9]1[CH:26]=[CH:25][CH:24]=[CH:23][C:10]=1[CH2:11][O:12][C:13]1[CH:14]=[CH:15][C:16]([C:17]([OH:19])=[O:18])=[CH:21][CH:22]=1)[C:2]1[CH:3]=[CH:4][CH:5]=[CH:6][CH:7]=1. (5) Given the reactants [C:1]([O:5][C:6]([NH:8][C@@H:9]([C:13]([OH:16])([CH3:15])[CH3:14])[C:10]([OH:12])=O)=[O:7])([CH3:4])([CH3:3])[CH3:2].C1C=CC2N(O)N=NC=2C=1.C1CCC(N=C=NC2CCCCC2)CC1.[CH2:42]([O:49][NH2:50])[C:43]1[CH:48]=[CH:47][CH:46]=[CH:45][CH:44]=1, predict the reaction product. The product is: [CH2:42]([O:49][NH:50][C:10](=[O:12])[C@@H:9]([NH:8][C:6](=[O:7])[O:5][C:1]([CH3:2])([CH3:3])[CH3:4])[C:13]([OH:16])([CH3:15])[CH3:14])[C:43]1[CH:48]=[CH:47][CH:46]=[CH:45][CH:44]=1.